From a dataset of Catalyst prediction with 721,799 reactions and 888 catalyst types from USPTO. Predict which catalyst facilitates the given reaction. Reactant: [OH-].[Li+].[C:3]1([S:9]([NH:12][C:13]2[C:22]([C:23]([O:25]C)=[O:24])=[C:21]3[C:16]([C@H:17]4[CH2:29][CH2:28][O:27][C@H:18]4[CH2:19][O:20]3)=[CH:15][CH:14]=2)(=[O:11])=[O:10])[CH:8]=[CH:7][CH:6]=[CH:5][CH:4]=1.C(O)=O. Product: [C:3]1([S:9]([NH:12][C:13]2[C:22]([C:23]([OH:25])=[O:24])=[C:21]3[C:16]([C@H:17]4[CH2:29][CH2:28][O:27][C@H:18]4[CH2:19][O:20]3)=[CH:15][CH:14]=2)(=[O:10])=[O:11])[CH:4]=[CH:5][CH:6]=[CH:7][CH:8]=1. The catalyst class is: 38.